Dataset: TCR-epitope binding with 47,182 pairs between 192 epitopes and 23,139 TCRs. Task: Binary Classification. Given a T-cell receptor sequence (or CDR3 region) and an epitope sequence, predict whether binding occurs between them. (1) The epitope is HTTDPSFLGRY. The TCR CDR3 sequence is CASSPGAGATDTQYF. Result: 0 (the TCR does not bind to the epitope). (2) The epitope is DPFRLLQNSQVFS. The TCR CDR3 sequence is CATSRDKGTEKLFF. Result: 1 (the TCR binds to the epitope). (3) The epitope is HPVGEADYFEY. The TCR CDR3 sequence is CASSSRPGPDEHQYF. Result: 0 (the TCR does not bind to the epitope).